This data is from Full USPTO retrosynthesis dataset with 1.9M reactions from patents (1976-2016). The task is: Predict the reactants needed to synthesize the given product. (1) Given the product [CH3:22][C:23]1([CH3:35])[CH2:24][N:25]([C:26]2[CH:31]=[CH:30][C:29]([NH:32][C:7]3[CH:16]=[CH:15][C:14]4[C:9](=[CH:10][CH:11]=[CH:12][CH:13]=4)[C:8]=3[N+:17]([O-:19])=[O:18])=[CH:28][CH:27]=2)[C:12]([CH2:11][CH2:10][C:9]2[CH:14]=[CH:15][CH:16]=[CH:7][CH:8]=2)=[N:36]1, predict the reactants needed to synthesize it. The reactants are: FC(F)(F)S(O[C:7]1[CH:16]=[CH:15][C:14]2[C:9](=[CH:10][CH:11]=[CH:12][CH:13]=2)[C:8]=1[N+:17]([O-:19])=[O:18])(=O)=O.[CH3:22][C:23]([NH2:36])([CH3:35])[CH2:24][NH:25][C:26]1[CH:31]=[CH:30][C:29]([N+:32]([O-])=O)=[CH:28][CH:27]=1. (2) Given the product [NH:1]1[C:2]2[CH:10]=[CH:9][CH:8]=[CH:7][C:3]=2[C:4](=[O:6])[O:5][C:18]1=[O:17], predict the reactants needed to synthesize it. The reactants are: [NH2:1][C:2]1[CH:10]=[CH:9][CH:8]=[CH:7][C:3]=1[C:4]([OH:6])=[O:5].N1C=CC=CC=1.[O:17]=[C:18](Cl)OC(Cl)(Cl)Cl.[Na+].[Cl-].